Dataset: Full USPTO retrosynthesis dataset with 1.9M reactions from patents (1976-2016). Task: Predict the reactants needed to synthesize the given product. (1) Given the product [CH3:1][O:2][C:3]1[CH:4]=[C:5]2[C:9](=[CH:10][C:11]=1[O:12][CH2:13][CH2:14][OH:15])[N:8]([CH3:19])[CH:7]=[C:6]2[C:20]1[NH:28][C:23]2=[N:24][CH:25]=[CH:26][CH:27]=[C:22]2[CH:21]=1, predict the reactants needed to synthesize it. The reactants are: [CH3:1][O:2][C:3]1[CH:4]=[C:5]2[C:9](=[CH:10][C:11]=1[O:12][CH2:13][CH2:14][O:15]C(=O)C)[N:8]([CH3:19])[CH:7]=[C:6]2[C:20]1[N:28](S(C2C=CC(C)=CC=2)(=O)=O)[C:23]2=[N:24][CH:25]=[CH:26][CH:27]=[C:22]2[CH:21]=1.[OH-].[K+]. (2) Given the product [CH2:14]([O:11][C:5]1[C:6]([CH3:10])=[CH:7][CH:8]=[CH:9][C:4]=1[Br:3])[CH:13]=[CH2:12], predict the reactants needed to synthesize it. The reactants are: [H-].[Na+].[Br:3][C:4]1[CH:9]=[CH:8][CH:7]=[C:6]([CH3:10])[C:5]=1[OH:11].[CH2:12](Br)[CH:13]=[CH2:14].O. (3) Given the product [I:11][C:2]1[CH:7]=[CH:6][C:5]([CH2:8][C:9]#[N:10])=[CH:4][CH:3]=1, predict the reactants needed to synthesize it. The reactants are: Br[C:2]1[CH:7]=[CH:6][C:5]([CH2:8][C:9]#[N:10])=[CH:4][CH:3]=1.[I-:11].[Na+].O1CCOCC1.N. (4) Given the product [CH3:44][O:45][C:46]1[CH:42]=[CH:43][C:12]([CH:11]([NH:8][C:4]2[N:3]=[C:2]([Cl:1])[N:10]=[C:9]3[C:5]=2[N:6]=[CH:7][N:8]3[C@@H:11]2[CH2:15][C@H:14]([NH:16][C:17](=[O:20])[CH2:18][CH3:19])[C@@H:13]([OH:21])[C@H:12]2[OH:22])[C:34]2[CH:35]=[CH:36][C:37]([O:40][CH3:41])=[CH:38][CH:39]=2)=[CH:13][CH:14]=1, predict the reactants needed to synthesize it. The reactants are: [Cl:1][C:2]1[N:10]=[C:9]2[C:5]([N:6]=[CH:7][N:8]2[C@@H:11]2[CH2:15][C@H:14]([NH:16][C:17](=[O:20])[CH2:18][CH3:19])[C@@H:13]([OH:21])[C@H:12]2[OH:22])=[C:4](Cl)[N:3]=1.[CH3:41][O:40][C:37]1[CH:38]=[CH:39][C:34](N([C:34]2[CH:39]=[CH:38][C:37]([O:40][CH3:41])=[CH:36][CH:35]=2)C)=[CH:35][CH:36]=1.[CH2:42]1[CH2:46][O:45][CH2:44][CH2:43]1. (5) Given the product [ClH:1].[F:24][C:21]1[CH:22]=[CH:23][C:18]([CH2:17][NH:16][C:14]2[N:13]([CH3:25])[C:12]3[CH:26]=[CH:27][C:9]([N:8]([CH3:28])[C:6]4[CH:5]=[CH:4][N:3]=[C:2]([NH:29][C:30]5[CH:31]=[C:32]([S:36]([NH2:39])(=[O:37])=[O:38])[CH:33]=[CH:34][CH:35]=5)[N:7]=4)=[CH:10][C:11]=3[N:15]=2)=[CH:19][CH:20]=1, predict the reactants needed to synthesize it. The reactants are: [Cl:1][C:2]1[N:7]=[C:6]([N:8]([CH3:28])[C:9]2[CH:27]=[CH:26][C:12]3[N:13]([CH3:25])[C:14]([NH:16][CH2:17][C:18]4[CH:23]=[CH:22][C:21]([F:24])=[CH:20][CH:19]=4)=[N:15][C:11]=3[CH:10]=2)[CH:5]=[CH:4][N:3]=1.[NH2:29][C:30]1[CH:31]=[C:32]([S:36]([NH2:39])(=[O:38])=[O:37])[CH:33]=[CH:34][CH:35]=1. (6) Given the product [C:17]([O:7][C:6](=[O:8])[C:5]1[CH:9]=[CH:10][C:2]([I:1])=[CH:3][CH:4]=1)([CH3:19])([CH3:18])[CH3:16], predict the reactants needed to synthesize it. The reactants are: [I:1][C:2]1[CH:10]=[CH:9][C:5]([C:6]([OH:8])=[O:7])=[CH:4][CH:3]=1.S(=O)(=O)(O)O.[CH3:16][C:17](=[CH2:19])[CH3:18].C(=O)(O)[O-].[Na+].